Predict the reaction yield, written as a fraction of the theoretical maximum amount of product (1.0 means a 100% yield; for example, 0.34 means a 34% yield). From a dataset of Reaction yield outcomes from USPTO patents with 853,638 reactions. (1) The reactants are [CH3:1][C:2]1[N:41]=[C:5]2[N:6]([C@H:29]3[CH2:34][CH2:33][C@H:32]([O:35][CH2:36][C:37]4([CH3:40])[CH2:39][O:38]4)[CH2:31][CH2:30]3)[C:7](=[O:28])[C:8]([CH2:13][C:14]3[CH:19]=[CH:18][C:17]([C:20]4[C:21]([C:26]#[N:27])=[CH:22][CH:23]=[CH:24][CH:25]=4)=[CH:16][CH:15]=3)=[C:9]([CH2:10][CH2:11][CH3:12])[N:4]2[N:3]=1.CCCC[N+](CCCC)(CCCC)CCCC.[FH:59].F.[F-]. The catalyst is ClC1C=CC=CC=1. The product is [F:59][CH2:39][C:37]([OH:38])([CH3:40])[CH2:36][O:35][C@H:32]1[CH2:33][CH2:34][C@H:29]([N:6]2[C:7](=[O:28])[C:8]([CH2:13][C:14]3[CH:15]=[CH:16][C:17]([C:20]4[C:21]([C:26]#[N:27])=[CH:22][CH:23]=[CH:24][CH:25]=4)=[CH:18][CH:19]=3)=[C:9]([CH2:10][CH2:11][CH3:12])[N:4]3[N:3]=[C:2]([CH3:1])[N:41]=[C:5]23)[CH2:30][CH2:31]1. The yield is 0.460. (2) The reactants are [CH3:1][C:2]1[O:3][C:4]([C:7]2[CH:8]=[CH:9][C:10]3[O:14][CH:13]=[C:12]([C:15]4[CH:20]=[CH:19][C:18]([O:21][CH2:22][CH2:23][S:24][CH3:25])=[CH:17][CH:16]=4)[C:11]=3[CH:26]=2)=[N:5][N:6]=1.CN(C)C(=[O:31])C.ClC1C=CC=C(C(OO)=O)C=1.S([O-])([O-])(=O)=S.[Na+].[Na+]. The catalyst is C(#N)C. The product is [CH3:1][C:2]1[O:3][C:4]([C:7]2[CH:8]=[CH:9][C:10]3[O:14][CH:13]=[C:12]([C:15]4[CH:16]=[CH:17][C:18]([O:21][CH2:22][CH2:23][S:24]([CH3:25])=[O:31])=[CH:19][CH:20]=4)[C:11]=3[CH:26]=2)=[N:5][N:6]=1. The yield is 0.270. (3) The reactants are [C:1]1([C:15]2[CH:20]=[CH:19][CH:18]=[CH:17][CH:16]=2)[CH:6]=[CH:5][C:4]([C:7]2[N:8]=[C:9]([CH2:12][NH:13][CH3:14])[NH:10][CH:11]=2)=[CH:3][CH:2]=1.C(=O)([O-])[O-].[K+].[K+].[CH2:27](Br)[C:28]1[CH:33]=[CH:32][CH:31]=[CH:30][CH:29]=1.O. The catalyst is CN(C)C=O. The product is [CH2:27]([N:13]([CH3:14])[CH2:12][C:9]1[NH:10][CH:11]=[C:7]([C:4]2[CH:5]=[CH:6][C:1]([C:15]3[CH:16]=[CH:17][CH:18]=[CH:19][CH:20]=3)=[CH:2][CH:3]=2)[N:8]=1)[C:28]1[CH:33]=[CH:32][CH:31]=[CH:30][CH:29]=1. The yield is 0.160. (4) The reactants are [CH2:1]([O:8][C:9]1[CH:31]=[CH:30][C:29]([C:32](=O)[CH2:33]Br)=[CH:28][C:10]=1[C:11]([NH:13][C:14]1[CH:19]=[C:18]([C:20]([F:23])([F:22])[F:21])[CH:17]=[C:16]([C:24]([F:27])([F:26])[F:25])[CH:15]=1)=[O:12])[C:2]1[CH:7]=[CH:6][CH:5]=[CH:4][CH:3]=1.[C:36]([NH2:39])(=[S:38])[CH3:37].C(=O)([O-])O.[Na+].C(O)C. The catalyst is O. The product is [CH2:1]([O:8][C:9]1[CH:31]=[CH:30][C:29]([C:32]2[N:39]=[C:36]([CH3:37])[S:38][CH:33]=2)=[CH:28][C:10]=1[C:11]([NH:13][C:14]1[CH:19]=[C:18]([C:20]([F:22])([F:23])[F:21])[CH:17]=[C:16]([C:24]([F:27])([F:25])[F:26])[CH:15]=1)=[O:12])[C:2]1[CH:7]=[CH:6][CH:5]=[CH:4][CH:3]=1. The yield is 0.675. (5) The reactants are [CH3:1][S:2]([C:5]1[CH:13]=[C:12]2[C:8]([CH:9]=[CH:10][NH:11]2)=[CH:7][CH:6]=1)(=[O:4])=[O:3].C([Mg]Br)C.[CH3:18][C:19]1([CH3:27])[C:21]([CH3:23])([CH3:22])[CH:20]1[C:24](Cl)=[O:25]. The catalyst is [Cl-].[Zn+2].[Cl-]. The product is [CH3:1][S:2]([C:5]1[CH:13]=[C:12]2[C:8]([C:9]([C:24]([CH:20]3[C:21]([CH3:23])([CH3:22])[C:19]3([CH3:27])[CH3:18])=[O:25])=[CH:10][NH:11]2)=[CH:7][CH:6]=1)(=[O:4])=[O:3]. The yield is 0.130. (6) The reactants are [CH:1]1([NH2:4])[CH2:3][CH2:2]1.[CH2:5]=[C:6]1[O:9]C(=O)C1.[N:11]([O-:13])=O.[Na+].[ClH:15].ClCl. The catalyst is O.ClCCl. The product is [CH:1]1([NH:4][C:6](=[O:5])[C:9]([Cl:15])=[N:11][OH:13])[CH2:3][CH2:2]1. The yield is 0.360. (7) The reactants are [Br:1][C:2]1[CH:3]=[C:4]([C:9]([O:11][CH3:12])=[O:10])[CH:5]=[N:6][C:7]=1Cl.[I:13][Si](C)(C)C.[I-].[Na+]. The catalyst is C(#N)CC. The product is [Br:1][C:2]1[CH:3]=[C:4]([C:9]([O:11][CH3:12])=[O:10])[CH:5]=[N:6][C:7]=1[I:13]. The yield is 0.790. (8) The reactants are [NH:1]1[C:5]2=[N+:6]([O-])[CH:7]=[CH:8][CH:9]=[C:4]2[CH:3]=[CH:2]1.CN(C=O)C.CS([Cl:20])(=O)=O.[OH-].[Na+]. The catalyst is C(Cl)Cl.CO. The product is [Cl:20][C:9]1[CH:8]=[CH:7][N:6]=[C:5]2[NH:1][CH:2]=[CH:3][C:4]=12. The yield is 0.800. (9) The reactants are IC.[C:3]([O-])([O-])=O.[K+].[K+].[O:9]=[C:10]1[C@@H:16]([NH:17][C:18](=[O:23])[C:19]([F:22])([F:21])[F:20])[CH2:15][CH2:14][S:13][C@H:12]2[CH2:24][CH2:25][CH2:26][C@@H:27]([C:28]([O:30][CH3:31])=[O:29])[N:11]12. The catalyst is CN(C=O)C. The product is [O:9]=[C:10]1[C@@H:16]([N:17]([CH3:3])[C:18](=[O:23])[C:19]([F:20])([F:21])[F:22])[CH2:15][CH2:14][S:13][C@H:12]2[CH2:24][CH2:25][CH2:26][C@@H:27]([C:28]([O:30][CH3:31])=[O:29])[N:11]12. The yield is 0.720.